From a dataset of Peptide-MHC class I binding affinity with 185,985 pairs from IEDB/IMGT. Regression. Given a peptide amino acid sequence and an MHC pseudo amino acid sequence, predict their binding affinity value. This is MHC class I binding data. (1) The peptide sequence is KIFIDNIYIV. The MHC is HLA-A02:01 with pseudo-sequence HLA-A02:01. The binding affinity (normalized) is 0.422. (2) The peptide sequence is KSYEHQTPF. The MHC is HLA-C08:02 with pseudo-sequence HLA-C08:02. The binding affinity (normalized) is 0.0847.